This data is from Reaction yield outcomes from USPTO patents with 853,638 reactions. The task is: Predict the reaction yield, written as a fraction of the theoretical maximum amount of product (1.0 means a 100% yield; for example, 0.34 means a 34% yield). The reactants are [NH2:1][C:2]1[C:10]([NH2:11])=[CH:9][CH:8]=[CH:7][C:3]=1[C:4]([OH:6])=[O:5].[F:12][C:13]([F:23])([F:22])[C:14]1[CH:21]=[CH:20][CH:19]=[CH:18][C:15]=1[CH:16]=O.S(S([O-])=O)([O-])(=O)=O.[Na+].[Na+]. The catalyst is CN(C=O)C.O. The product is [F:12][C:13]([F:22])([F:23])[C:14]1[CH:21]=[CH:20][CH:19]=[CH:18][C:15]=1[C:16]1[NH:11][C:10]2[CH:9]=[CH:8][CH:7]=[C:3]([C:4]([OH:6])=[O:5])[C:2]=2[N:1]=1. The yield is 0.740.